This data is from Reaction yield outcomes from USPTO patents with 853,638 reactions. The task is: Predict the reaction yield, written as a fraction of the theoretical maximum amount of product (1.0 means a 100% yield; for example, 0.34 means a 34% yield). (1) The reactants are [CH3:1][O:2][C:3](=[O:55])[CH2:4][NH:5][C:6](=[O:54])[C@H:7]([NH:11][C:12](=[O:53])[C@H:13](NC(OCC1C2C=CC=CC=2C2C1=CC=CC=2)=O)[CH2:14][S:15][C:16]([C:29]1[CH:34]=[CH:33][CH:32]=[CH:31][CH:30]=1)([C:23]1[CH:28]=[CH:27][CH:26]=[CH:25][CH:24]=1)[C:17]1[CH:22]=[CH:21][CH:20]=[CH:19][CH:18]=1)[CH:8]([CH3:10])[CH3:9].[NH:56](CC)CC.[C:61]([NH:78][C@@H:79]([C:83](O)=[O:84])[CH:80]([CH3:82])[CH3:81])([O:63][CH2:64][CH:65]1[C:77]2[C:72](=[CH:73][CH:74]=[CH:75][CH:76]=2)[C:71]2[C:66]1=[CH:67][CH:68]=[CH:69][CH:70]=2)=[O:62].CCN=C=NCCCN(C)C.Cl.C1C=CC2N(O)N=NC=2C=1.CCN(C(C)C)C(C)C. The catalyst is CC#N.C(Cl)Cl.CCCCCCC.C(Cl)Cl. The product is [CH3:1][O:2][C:3](=[O:55])[CH2:4][NH:5][C:6](=[O:54])[C@H:7]([NH:11][C:12](=[O:53])[C@H:13]([NH:56][C:83](=[O:84])[C@H:79]([NH:78][C:61]([O:63][CH2:64][CH:65]1[C:66]2[CH:67]=[CH:68][CH:69]=[CH:70][C:71]=2[C:72]2[C:77]1=[CH:76][CH:75]=[CH:74][CH:73]=2)=[O:62])[CH:80]([CH3:82])[CH3:81])[CH2:14][S:15][C:16]([C:23]1[CH:24]=[CH:25][CH:26]=[CH:27][CH:28]=1)([C:29]1[CH:30]=[CH:31][CH:32]=[CH:33][CH:34]=1)[C:17]1[CH:18]=[CH:19][CH:20]=[CH:21][CH:22]=1)[CH:8]([CH3:9])[CH3:10]. The yield is 0.780. (2) The reactants are S(Cl)([Cl:3])=O.[Br:5][C:6]1[CH:7]=[C:8]([CH2:12][C:13]([OH:15])=O)[CH:9]=[CH:10][CH:11]=1. The catalyst is C(Cl)Cl. The product is [Br:5][C:6]1[CH:7]=[C:8]([CH2:12][C:13]([Cl:3])=[O:15])[CH:9]=[CH:10][CH:11]=1. The yield is 0.960. (3) The reactants are [Cl:1][C:2]1[C:7]([Cl:8])=[CH:6][N:5]=[C:4]([N:9]=[C:10]=S)[CH:3]=1.C(N(CC)CC)C.Cl.Cl.[NH2:21][CH2:22][C@@:23]1([OH:31])[CH:28]2[CH2:29][CH2:30][N:25]([CH2:26][CH2:27]2)[CH2:24]1.C(N=C=NC(C)C)(C)C. The catalyst is CN(C)C=O. The product is [Cl:1][C:2]1[C:7]([Cl:8])=[CH:6][N:5]=[C:4]([NH:9][C:10]2[O:31][C@:23]3([CH2:22][N:21]=2)[CH:28]2[CH2:29][CH2:30][N:25]([CH2:26][CH2:27]2)[CH2:24]3)[CH:3]=1. The yield is 0.220. (4) The reactants are COCCOC[O:7][C:8]1[CH:15]=[CH:14][CH:13]=[CH:12][C:9]=1[CH:10]=O.[CH3:16][O:17][C:18]1[CH:19]=[C:20]([CH:24]=[CH:25][C:26]=1[O:27][CH3:28])[CH2:21][C:22]#[N:23]. No catalyst specified. The product is [CH3:16][O:17][C:18]1[CH:19]=[C:20](/[C:21](=[CH:10]/[C:9]2[CH:12]=[CH:13][CH:14]=[CH:15][C:8]=2[OH:7])/[C:22]#[N:23])[CH:24]=[CH:25][C:26]=1[O:27][CH3:28]. The yield is 0.520. (5) The reactants are [CH3:1][C:2]1[CH:3]=[C:4]([N+:10]([O-:12])=[O:11])[C:5](=O)[NH:6][C:7]=1[CH3:8].P(Cl)(Cl)(Cl)(Cl)[Cl:14]. No catalyst specified. The product is [Cl:14][C:5]1[C:4]([N+:10]([O-:12])=[O:11])=[CH:3][C:2]([CH3:1])=[C:7]([CH3:8])[N:6]=1. The yield is 0.902. (6) The reactants are [CH2:1]([C:3]1[CH:4]=[C:5]2[C:9](=[CH:10][CH:11]=1)[NH:8][CH2:7][CH2:6]2)[CH3:2].[N+:12]([O-])([O-:14])=[O:13].[K+].[OH-].[Na+]. The catalyst is OS(O)(=O)=O. The product is [CH2:1]([C:3]1[CH:4]=[C:5]2[C:9](=[CH:10][C:11]=1[N+:12]([O-:14])=[O:13])[NH:8][CH2:7][CH2:6]2)[CH3:2]. The yield is 0.580.